The task is: Predict the reactants needed to synthesize the given product.. This data is from Full USPTO retrosynthesis dataset with 1.9M reactions from patents (1976-2016). (1) Given the product [Cl:1][C:2]1[N:7]=[C:6]([C:8]2[CH:15]=[CH:14][C:11]([CH2:12][N:16]3[CH2:21][CH2:20][O:19][CH2:18][CH2:17]3)=[CH:10][CH:9]=2)[CH:5]=[CH:4][N:3]=1, predict the reactants needed to synthesize it. The reactants are: [Cl:1][C:2]1[N:7]=[C:6]([C:8]2[CH:15]=[CH:14][C:11]([CH:12]=O)=[CH:10][CH:9]=2)[CH:5]=[CH:4][N:3]=1.[NH:16]1[CH2:21][CH2:20][O:19][CH2:18][CH2:17]1.[BH-](OC(C)=O)(OC(C)=O)OC(C)=O.[Na+].C([O-])([O-])=O.[K+].[K+]. (2) Given the product [Br:17][CH2:16][CH2:15][CH2:14][CH2:13][CH2:12][C:11]([CH3:19])([CH3:18])[CH2:10][OH:9], predict the reactants needed to synthesize it. The reactants are: [Li+].[BH4-].CO.[H][H].C([O:9][C:10](=O)[C:11]([CH3:19])([CH3:18])[CH2:12][CH2:13][CH2:14][CH2:15][CH2:16][Br:17])C.Cl.[Cl-].[NH4+].